This data is from Full USPTO retrosynthesis dataset with 1.9M reactions from patents (1976-2016). The task is: Predict the reactants needed to synthesize the given product. (1) Given the product [ClH:28].[ClH:28].[Cl:28][C:3]1[C:4]2[C:5](=[CH:6][C:7]([O:10][CH3:11])=[CH:8][CH:9]=2)[CH:12]=[C:1]([C:19]2[CH:22]=[CH:23][C:16]([C:15]([F:25])([F:24])[F:14])=[CH:17][CH:18]=2)[N:2]=1, predict the reactants needed to synthesize it. The reactants are: [CH3:1][NH:2][C:3](=O)[C:4]1[CH:9]=[CH:8][C:7]([O:10][CH3:11])=[CH:6][C:5]=1[CH3:12].[F:14][C:15]([F:25])([F:24])[C:16]1[CH:23]=[CH:22][C:19](C#N)=[CH:18][CH:17]=1.P(Cl)(Cl)([Cl:28])=O. (2) Given the product [Cl:20][C:14]1[CH:15]=[CH:16][CH:17]=[C:18]([Cl:19])[C:13]=1[C:11]([N:10]1[C:6]2[CH:5]=[CH:4][N:3]=[C:2]([NH:1][C:28](=[O:30])[CH3:29])[C:7]=2[CH:8]=[CH:9]1)=[O:12], predict the reactants needed to synthesize it. The reactants are: [NH2:1][C:2]1[C:7]2[CH:8]=[CH:9][N:10]([C:11]([C:13]3[C:18]([Cl:19])=[CH:17][CH:16]=[CH:15][C:14]=3[Cl:20])=[O:12])[C:6]=2[CH:5]=[CH:4][N:3]=1.C(N(CC)CC)C.[C:28](Cl)(=[O:30])[CH3:29].C(OCC)(=O)C. (3) Given the product [C:21]([C:17]1[CH:18]=[CH:19][C:20]2[N:12]([CH2:11][C:10]3[S:9][CH:8]=[N:7][C:6]=3[C:4]([OH:5])=[O:3])[C:13]3[CH2:25][C@@H:24]([NH:26][C:27]([O:29][CH:30]([CH3:32])[CH3:31])=[O:28])[CH2:23][C:14]=3[C:15]=2[CH:16]=1)#[N:22], predict the reactants needed to synthesize it. The reactants are: C([O:3][C:4]([C:6]1[N:7]=[CH:8][S:9][C:10]=1[CH2:11][N:12]1[C:20]2[CH:19]=[CH:18][C:17]([C:21]#[N:22])=[CH:16][C:15]=2[C:14]2[CH2:23][C@H:24]([NH:26][C:27]([O:29][CH:30]([CH3:32])[CH3:31])=[O:28])[CH2:25][C:13]1=2)=[O:5])C.[Li+].[OH-].Cl. (4) Given the product [Cl:1][C:2]1[C:3]([CH2:9][NH:10][C:11]2[C:16]([F:17])=[C:15]([O:18][CH3:19])[CH:14]=[C:13]([O:20][CH3:21])[C:12]=2[F:22])=[CH:4][N:5]=[C:6]([C:31]2[CH:36]=[N:35][C:34]([C:37]3([C:41]#[N:42])[CH2:40][CH2:39][CH2:38]3)=[CH:33][CH:32]=2)[CH:7]=1, predict the reactants needed to synthesize it. The reactants are: [Cl:1][C:2]1[CH:7]=[C:6](Cl)[N:5]=[CH:4][C:3]=1[CH2:9][NH:10][C:11]1[C:16]([F:17])=[C:15]([O:18][CH3:19])[CH:14]=[C:13]([O:20][CH3:21])[C:12]=1[F:22].CC1(C)C(C)(C)OB([C:31]2[CH:32]=[CH:33][C:34]([C:37]3([C:41]#[N:42])[CH2:40][CH2:39][CH2:38]3)=[N:35][CH:36]=2)O1.C(=O)([O-])[O-].[K+].[K+]. (5) Given the product [S:1]1[C:5]2[CH:6]=[CH:7][CH:8]=[CH:9][C:4]=2[N:3]=[C:2]1[C:15]1([OH:20])[CH2:19][CH2:18][CH2:17][CH2:16]1, predict the reactants needed to synthesize it. The reactants are: [S:1]1[C:5]2[CH:6]=[CH:7][CH:8]=[CH:9][C:4]=2[N:3]=[CH:2]1.[Li]CCCC.[C:15]1(=[O:20])[CH2:19][CH2:18][CH2:17][CH2:16]1.O. (6) Given the product [Br:1][C:2]1[CH:7]=[C:6]2[C:5](=[CH:4][CH:3]=1)[NH:14][N:13]=[C:8]2[CH3:9], predict the reactants needed to synthesize it. The reactants are: [Br:1][C:2]1[CH:3]=[CH:4][C:5](F)=[C:6]([C:8](=O)[CH3:9])[CH:7]=1.O.[NH2:13][NH2:14]. (7) Given the product [CH2:7]([NH:9][C:10]([C:12]1[S:30][C:15]2[N:16]=[C:17]([NH2:29])[N:18]=[C:19]([C:20]3[CH:25]=[C:24]([O:26][CH2:36][CH2:37][N:38]([CH2:41][CH3:42])[CH2:39][CH3:40])[C:23]([Cl:27])=[CH:22][C:21]=3[Cl:28])[C:14]=2[CH:13]=1)=[O:11])[CH3:8], predict the reactants needed to synthesize it. The reactants are: C(=O)([O-])[O-].[Cs+].[Cs+].[CH2:7]([NH:9][C:10]([C:12]1[S:30][C:15]2[N:16]=[C:17]([NH2:29])[N:18]=[C:19]([C:20]3[CH:25]=[C:24]([OH:26])[C:23]([Cl:27])=[CH:22][C:21]=3[Cl:28])[C:14]=2[CH:13]=1)=[O:11])[CH3:8].ClCCl.Br.Br[CH2:36][CH2:37][N:38]([CH2:41][CH3:42])[CH2:39][CH3:40].